From a dataset of Full USPTO retrosynthesis dataset with 1.9M reactions from patents (1976-2016). Predict the reactants needed to synthesize the given product. (1) Given the product [CH3:28][C:24]1[CH:25]=[CH:26][CH:27]=[C:2]([CH3:1])[C:3]=1[CH2:4][NH:5][C:6]1[C:14]2[N:13]=[C:12]([CH2:15][O:16][CH3:17])[N:11]([CH3:18])[C:10]=2[CH:9]=[C:8]([C:19]([NH:32][CH2:33][CH2:34][OH:35])=[O:20])[CH:7]=1, predict the reactants needed to synthesize it. The reactants are: [CH3:1][C:2]1[CH:27]=[CH:26][CH:25]=[C:24]([CH3:28])[C:3]=1[CH2:4][NH:5][C:6]1[C:14]2[N:13]=[C:12]([CH2:15][O:16][CH3:17])[N:11]([CH3:18])[C:10]=2[CH:9]=[C:8]([C:19](OCC)=[O:20])[CH:7]=1.O.[Cl-].[NH4+].[NH2:32][CH2:33][CH2:34][OH:35]. (2) Given the product [N:23]1([CH2:22][C:4]2[S:3][C:2]3[N:14]([C:15]4[CH:20]=[CH:19][CH:18]=[CH:17][CH:16]=4)[N:13]=[C:8]([C:9]([O:11][CH3:12])=[O:10])[C:7](=[O:21])[C:6]=3[CH:5]=2)[CH2:28][CH2:27][O:26][CH2:25][CH2:24]1, predict the reactants needed to synthesize it. The reactants are: Cl[C:2]1[S:3][C:4]([CH2:22][N:23]2[CH2:28][CH2:27][O:26][CH2:25][CH2:24]2)=[CH:5][C:6]=1[C:7](=[O:21])/[C:8](=[N:13]/[NH:14][C:15]1[CH:20]=[CH:19][CH:18]=[CH:17][CH:16]=1)/[C:9]([O:11][CH3:12])=[O:10].[H-].[Na+]. (3) Given the product [CH3:13][C:4]1[C:5]2[O:6][CH2:7][C:8](=[O:12])[NH:9][C:10]=2[N:11]=[C:2]([N:17]2[C@H:18]([C:21]3[CH:26]=[CH:25][CH:24]=[CH:23][CH:22]=3)[CH2:19][O:20][C@H:15]([CH3:14])[CH2:16]2)[CH:3]=1, predict the reactants needed to synthesize it. The reactants are: Br[C:2]1[CH:3]=[C:4]([CH3:13])[C:5]2[O:6][CH2:7][C:8](=[O:12])[NH:9][C:10]=2[N:11]=1.[CH3:14][C@H:15]1[O:20][CH2:19][C@@H:18]([C:21]2[CH:26]=[CH:25][CH:24]=[CH:23][CH:22]=2)[NH:17][CH2:16]1. (4) Given the product [CH2:5]([O:7][C:8]([CH:10]1[CH2:18][C:17]2[C:12](=[CH:13][C:14]([O:19][CH3:20])=[CH:15][CH:16]=2)[NH:11]1)=[O:9])[CH3:6], predict the reactants needed to synthesize it. The reactants are: C([BH3-])#N.[Na+].[CH2:5]([O:7][C:8]([C:10]1[NH:11][C:12]2[C:17]([CH:18]=1)=[CH:16][CH:15]=[C:14]([O:19][CH3:20])[CH:13]=2)=[O:9])[CH3:6]. (5) Given the product [CH2:3]([O:10][C:11]1[CH:12]=[CH:13][C:14]([N:17]([C:44]2[CH:49]=[CH:48][CH:47]=[CH:46][CH:45]=2)[C:18]([C:20]2[C:28]3[C:23](=[CH:24][CH:25]=[CH:26][CH:27]=3)[N:22]([C:29]3[C:30]([C:40]([OH:42])=[O:41])=[CH:31][C:32]4[O:36][C:35]([F:38])([F:37])[O:34][C:33]=4[CH:39]=3)[CH:21]=2)=[O:19])=[CH:15][CH:16]=1)[C:4]1[CH:9]=[CH:8][CH:7]=[CH:6][CH:5]=1, predict the reactants needed to synthesize it. The reactants are: [OH-].[Na+].[CH2:3]([O:10][C:11]1[CH:16]=[CH:15][C:14]([N:17]([C:44]2[CH:49]=[CH:48][CH:47]=[CH:46][CH:45]=2)[C:18]([C:20]2[C:28]3[C:23](=[CH:24][CH:25]=[CH:26][CH:27]=3)[N:22]([C:29]3[C:30]([C:40]([O:42]C)=[O:41])=[CH:31][C:32]4[O:36][C:35]([F:38])([F:37])[O:34][C:33]=4[CH:39]=3)[CH:21]=2)=[O:19])=[CH:13][CH:12]=1)[C:4]1[CH:9]=[CH:8][CH:7]=[CH:6][CH:5]=1.C(OCC)(=O)C.O.